This data is from Forward reaction prediction with 1.9M reactions from USPTO patents (1976-2016). The task is: Predict the product of the given reaction. Given the reactants Br[C:2]1[C:3]([CH3:9])=[CH:4][C:5]([NH2:8])=[N:6][CH:7]=1.CC1(C)C(C)(C)OB([C:18]2[CH2:23][CH2:22][N:21]([C:24]([O:26][C:27]([CH3:30])([CH3:29])[CH3:28])=[O:25])[CH2:20][CH:19]=2)O1.C(=O)([O-])[O-].[Na+].[Na+], predict the reaction product. The product is: [NH2:8][C:5]1[N:6]=[CH:7][C:2]([C:18]2[CH2:23][CH2:22][N:21]([C:24]([O:26][C:27]([CH3:30])([CH3:29])[CH3:28])=[O:25])[CH2:20][CH:19]=2)=[C:3]([CH3:9])[CH:4]=1.